This data is from Forward reaction prediction with 1.9M reactions from USPTO patents (1976-2016). The task is: Predict the product of the given reaction. (1) Given the reactants [CH3:1][O:2][C:3]1[CH:8]=[CH:7][C:6]([C:9](=[O:14])[CH2:10][CH:11]([CH3:13])[CH3:12])=[CH:5][C:4]=1[O:15][CH2:16][CH2:17][CH2:18][O:19][CH3:20].[CH2:21](N(CC)CC)C.CN(C(N(C)C)N(C)C)C.[C:38]([NH:41][CH2:42][C:43]([OH:45])=O)(=[O:40])[CH3:39].C(OC(=O)C)(=O)C, predict the reaction product. The product is: [CH:11]([C:10]1[CH:21]=[C:42]([NH:41][C:38](=[O:40])[CH3:39])[C:43](=[O:45])[O:14][C:9]=1[C:6]1[CH:7]=[CH:8][C:3]([O:2][CH3:1])=[C:4]([O:15][CH2:16][CH2:17][CH2:18][O:19][CH3:20])[CH:5]=1)([CH3:13])[CH3:12]. (2) Given the reactants [CH3:1][C:2]([CH3:15])([S:11]([CH3:14])(=[O:13])=[O:12])[C:3]([C:5]1[CH:6]=[N:7][CH:8]=[CH:9][CH:10]=1)=[O:4].[BH4-].[Na+], predict the reaction product. The product is: [CH3:14][S:11]([C:2]([CH3:15])([CH3:1])[CH:3]([C:5]1[CH:6]=[N:7][CH:8]=[CH:9][CH:10]=1)[OH:4])(=[O:13])=[O:12]. (3) The product is: [CH:11]1([N:1]2[CH:5]=[C:4]([C:6]([O:8][CH2:9][CH3:10])=[O:7])[CH:3]=[N:2]2)[CH2:13][CH2:12]1. Given the reactants [NH:1]1[CH:5]=[C:4]([C:6]([O:8][CH2:9][CH3:10])=[O:7])[CH:3]=[N:2]1.[CH:11]1(B(O)O)[CH2:13][CH2:12]1.C(=O)([O-])[O-].[Na+].[Na+].N1C=CC=CC=1C1C=CC=CN=1.C([O-])(O)=O.[Na+], predict the reaction product. (4) Given the reactants [CH3:1][O:2][C:3]1[CH:4]([CH2:18][CH2:19][NH:20]C(=O)OC(C)(C)C)[CH2:5][C:6](=[O:17])[C:7]=1[C:8]1[C:13]([CH3:14])=[CH:12][C:11]([CH3:15])=[CH:10][C:9]=1[CH3:16].[ClH:28], predict the reaction product. The product is: [Cl-:28].[CH3:1][O:2][C:3]1[CH:4]([CH2:18][CH2:19][NH3+:20])[CH2:5][C:6](=[O:17])[C:7]=1[C:8]1[C:13]([CH3:14])=[CH:12][C:11]([CH3:15])=[CH:10][C:9]=1[CH3:16]. (5) Given the reactants [C:1]([C:3]1[C:4]([N:17]2[CH2:22][CH2:21][CH:20]([C:23]([OH:25])=O)[CH2:19][CH2:18]2)=[N:5][C:6]([CH:14]([F:16])[F:15])=[C:7]([C:9]([O:11][CH2:12][CH3:13])=[O:10])[CH:8]=1)#[N:2].[F:26][C:27]([F:40])([F:39])[O:28][C:29]1[CH:34]=[CH:33][CH:32]=[CH:31][C:30]=1[S:35]([NH2:38])(=[O:37])=[O:36], predict the reaction product. The product is: [C:1]([C:3]1[C:4]([N:17]2[CH2:18][CH2:19][CH:20]([C:23]([NH:38][S:35]([C:30]3[CH:31]=[CH:32][CH:33]=[CH:34][C:29]=3[O:28][C:27]([F:26])([F:40])[F:39])(=[O:36])=[O:37])=[O:25])[CH2:21][CH2:22]2)=[N:5][C:6]([CH:14]([F:15])[F:16])=[C:7]([CH:8]=1)[C:9]([O:11][CH2:12][CH3:13])=[O:10])#[N:2]. (6) Given the reactants [F:1][C:2]1[CH:7]=[CH:6][C:5]([O:8][CH3:9])=[CH:4][C:3]=1[C:10]1[CH:15]=[CH:14][C:13]([C:16]([O:18][CH3:19])=[O:17])=[CH:12][C:11]=1[CH2:20][OH:21].[H-].[Na+].Br[CH2:25][CH:26]=[C:27]([CH3:29])[CH3:28], predict the reaction product. The product is: [F:1][C:2]1[CH:7]=[CH:6][C:5]([O:8][CH3:9])=[CH:4][C:3]=1[C:10]1[CH:15]=[CH:14][C:13]([C:16]([O:18][CH2:19][CH:2]=[C:3]([CH3:10])[CH3:4])=[O:17])=[CH:12][C:11]=1[CH2:20][O:21][CH2:25][CH:26]=[C:27]([CH3:29])[CH3:28]. (7) Given the reactants [C:1]([C:3]1[CH:8]=[CH:7][C:6]([C:9](=O)[CH2:10][C:11]([O:13][CH2:14][CH3:15])=[O:12])=[CH:5][CH:4]=1)#[N:2].C(C1C(=O)C(Cl)=C(Cl)C(=O)C=1C#N)#N.ClC1C=CC=CN=1.ClC1N=C(C2C=CC=CC=2)C(C(OCC)=O)=CC=1.N[C:57]1[N:62]=[C:61]([NH:63][CH2:64][CH2:65][NH:66][C:67]2[CH:72]=[CH:71]C(C3NC=CN=3)=C(C3C=CC(Cl)=CC=3Cl)[N:68]=2)[CH:60]=[CH:59][C:58]=1[N+:86]([O-:88])=[O:87], predict the reaction product. The product is: [C:1]([C:3]1[CH:8]=[CH:7][C:6]([C:9]2[C:10]([C:11]([O:13][CH2:14][CH3:15])=[O:12])=[CH:71][CH:72]=[C:67]([NH:66][CH2:65][CH2:64][NH:63][C:61]3[CH:60]=[CH:59][C:58]([N+:86]([O-:88])=[O:87])=[CH:57][N:62]=3)[N:68]=2)=[CH:5][CH:4]=1)#[N:2].